From a dataset of Full USPTO retrosynthesis dataset with 1.9M reactions from patents (1976-2016). Predict the reactants needed to synthesize the given product. Given the product [F:1][C:2]1[CH:7]=[C:6]([F:8])[CH:5]=[CH:4][C:3]=1[C:17]1[CH:16]=[C:15]([CH2:19][C:20]([O:22][CH3:23])=[O:21])[CH:14]=[CH:13][CH:18]=1, predict the reactants needed to synthesize it. The reactants are: [F:1][C:2]1[CH:7]=[C:6]([F:8])[CH:5]=[CH:4][C:3]=1B(O)O.Br[C:13]1[CH:14]=[C:15]([CH2:19][C:20]([O:22][CH3:23])=[O:21])[CH:16]=[CH:17][CH:18]=1.C([O-])([O-])=O.[K+].[K+].